The task is: Predict the reactants needed to synthesize the given product.. This data is from Full USPTO retrosynthesis dataset with 1.9M reactions from patents (1976-2016). (1) Given the product [CH3:1][O:2][C:3]1[CH:4]=[C:5]2[C:10](=[CH:11][C:12]=1[O:13][CH3:14])[N:9]=[CH:8][N:7]=[C:6]2[O:15][C:16]1[CH:22]=[CH:21][C:19]([NH:20][C:41](=[O:47])[O:40][CH2:38][CH2:58][S:57][C:51]2[CH:52]=[C:53]([CH3:56])[CH:54]=[CH:55][C:50]=2[CH3:49])=[CH:18][CH:17]=1, predict the reactants needed to synthesize it. The reactants are: [CH3:1][O:2][C:3]1[CH:4]=[C:5]2[C:10](=[CH:11][C:12]=1[O:13][CH3:14])[N:9]=[CH:8][N:7]=[C:6]2[O:15][C:16]1[CH:22]=[CH:21][C:19]([NH2:20])=[CH:18][CH:17]=1.C1(C)C=CC=CC=1.C(N(CC)CC)C.Cl[C:38](Cl)([O:40][C:41](=[O:47])OC(Cl)(Cl)Cl)Cl.[CH3:49][C:50]1[CH:55]=[CH:54][C:53]([CH3:56])=[CH:52][C:51]=1[S:57][CH2:58]CO. (2) Given the product [F:21][C:22]1[C:27]([C:28]([F:30])([F:31])[F:29])=[CH:26][CH:25]=[CH:24][C:23]=1[CH2:32][C:33]([NH:1][C:2]1[CH:11]=[CH:10][CH:9]=[C:8]2[C:3]=1[CH:4]=[CH:5][N:6]([CH:13]([C:15]1[CH:20]=[CH:19][CH:18]=[CH:17][N:16]=1)[CH3:14])[C:7]2=[O:12])=[O:34], predict the reactants needed to synthesize it. The reactants are: [NH2:1][C:2]1[CH:11]=[CH:10][CH:9]=[C:8]2[C:3]=1[CH:4]=[CH:5][N:6]([CH:13]([C:15]1[CH:20]=[CH:19][CH:18]=[CH:17][N:16]=1)[CH3:14])[C:7]2=[O:12].[F:21][C:22]1[C:27]([C:28]([F:31])([F:30])[F:29])=[CH:26][CH:25]=[CH:24][C:23]=1[CH2:32][C:33](O)=[O:34].F[P-](F)(F)(F)(F)F.C[N+](C)=C(N(C)C)ON1C2N=CC=CC=2N=N1.C(N(CC)C(C)C)(C)C. (3) Given the product [C:5]([O:9][C:10]([N:12]1[CH:17]([CH2:18][CH:19]([OH:20])[C:1]#[CH:2])[CH2:16][CH:15]([N:21]([CH2:26][C:27]2[CH:32]=[C:31]([C:33]([F:35])([F:36])[F:34])[CH:30]=[C:29]([C:37]([F:40])([F:38])[F:39])[CH:28]=2)[C:22]([O:24][CH3:25])=[O:23])[CH2:14][CH:13]1[CH2:41][CH3:42])=[O:11])([CH3:8])([CH3:7])[CH3:6], predict the reactants needed to synthesize it. The reactants are: [C:1]([Mg]Br)#[CH:2].[C:5]([O:9][C:10]([N:12]1[CH:17]([CH2:18][CH:19]=[O:20])[CH2:16][CH:15]([N:21]([CH2:26][C:27]2[CH:32]=[C:31]([C:33]([F:36])([F:35])[F:34])[CH:30]=[C:29]([C:37]([F:40])([F:39])[F:38])[CH:28]=2)[C:22]([O:24][CH3:25])=[O:23])[CH2:14][CH:13]1[CH2:41][CH3:42])=[O:11])([CH3:8])([CH3:7])[CH3:6].[Br-]. (4) Given the product [CH3:62][N:61]([CH3:63])[C:58]([CH3:59])([CH3:60])[CH:57]([NH:56][C:4](=[O:5])[C:3]1[C:7]([C:15]([F:18])([F:17])[F:16])=[CH:8][C:9]([C:11]([F:14])([F:13])[F:12])=[CH:10][C:2]=1[CH3:1])[C:64]1[CH:69]=[CH:68][CH:67]=[CH:66][CH:65]=1, predict the reactants needed to synthesize it. The reactants are: [CH3:1][C:2]1[CH:10]=[C:9]([C:11]([F:14])([F:13])[F:12])[CH:8]=[C:7]([C:15]([F:18])([F:17])[F:16])[C:3]=1[C:4](Cl)=[O:5].FC(F)(F)C1C=C(C(F)(F)F)C=CC=1C(OC)=O.COC1C=C(C(F)(F)F)C=C(C(F)(F)F)C=1C(Cl)=O.[NH2:56][CH:57]([C:64]1[CH:69]=[CH:68][CH:67]=[CH:66][CH:65]=1)[C:58]([N:61]([CH3:63])[CH3:62])([CH3:60])[CH3:59].C(N(CC)CC)C. (5) Given the product [F:3][C:4]1[CH:40]=[C:39]([F:41])[CH:38]=[CH:37][C:5]=1[CH2:6][N:7]([CH2:30][CH2:31][CH2:32][CH2:33][CH2:34][CH2:35][CH3:36])[C:8](=[O:29])[CH2:9][CH2:10][C:11]1[CH:28]=[CH:27][C:14]([O:15][CH2:16][C:17]2[CH:26]=[CH:25][CH:24]=[CH:23][C:18]=2[C:19]([OH:21])=[O:20])=[CH:13][CH:12]=1, predict the reactants needed to synthesize it. The reactants are: [OH-].[Li+].[F:3][C:4]1[CH:40]=[C:39]([F:41])[CH:38]=[CH:37][C:5]=1[CH2:6][N:7]([CH2:30][CH2:31][CH2:32][CH2:33][CH2:34][CH2:35][CH3:36])[C:8](=[O:29])[CH2:9][CH2:10][C:11]1[CH:28]=[CH:27][C:14]([O:15][CH2:16][C:17]2[CH:26]=[CH:25][CH:24]=[CH:23][C:18]=2[C:19]([O:21]C)=[O:20])=[CH:13][CH:12]=1.